Dataset: Reaction yield outcomes from USPTO patents with 853,638 reactions. Task: Predict the reaction yield, written as a fraction of the theoretical maximum amount of product (1.0 means a 100% yield; for example, 0.34 means a 34% yield). (1) The reactants are CN(C=O)C.[CH3:6][O:7][C:8]1[CH:13]=[CH:12][C:11]([N+:14]([O-])=O)=[CH:10][C:9]=1[OH:17].Cl.Cl[CH2:20][CH2:21][N:22]1[CH2:26][CH2:25][CH2:24][CH2:23]1.C([O-])([O-])=O.[K+].[K+]. The catalyst is O. The product is [CH3:6][O:7][C:8]1[CH:13]=[CH:12][C:11]([NH2:14])=[CH:10][C:9]=1[O:17][CH2:20][CH2:21][N:22]1[CH2:26][CH2:25][CH2:24][CH2:23]1. The yield is 0.870. (2) The reactants are [H-].[Na+].[OH:3]/[N:4]=[C:5](\[CH2:11][C:12]1[CH:17]=[CH:16][CH:15]=[CH:14][CH:13]=1)/[C:6]([O:8]CC)=[O:7].Cl[CH2:19][C:20]1[CH:39]=[CH:38][C:23]([O:24][CH2:25][C:26]2[N:27]=[C:28]([C:32]3[CH:37]=[CH:36][CH:35]=[CH:34][CH:33]=3)[O:29][C:30]=2[CH3:31])=[CH:22][CH:21]=1.Cl.C(=O)(O)[O-].[Na+]. The catalyst is CN(C)C=O. The product is [CH3:31][C:30]1[O:29][C:28]([C:32]2[CH:33]=[CH:34][CH:35]=[CH:36][CH:37]=2)=[N:27][C:26]=1[CH2:25][O:24][C:23]1[CH:22]=[CH:21][C:20]([CH2:19][O:3]/[N:4]=[C:5](\[CH2:11][C:12]2[CH:13]=[CH:14][CH:15]=[CH:16][CH:17]=2)/[C:6]([OH:8])=[O:7])=[CH:39][CH:38]=1. The yield is 0.580. (3) The reactants are [ClH:1].[CH3:2][C:3]1[CH:4]=[CH:5][C:6]2[CH2:7][N:8](CC3C=CC=CC=3)[C@@H:9]3[C@@H:14]([C:15]=2[CH:16]=1)[C:13]1[CH:17]=[C:18]([O:23][CH3:24])[C:19]([O:21][CH3:22])=[CH:20][C:12]=1[CH2:11][CH2:10]3. The catalyst is C(O)C.[Pd]. The product is [ClH:1].[CH3:2][C:3]1[CH:4]=[CH:5][C:6]2[CH2:7][NH:8][C@@H:9]3[C@@H:14]([C:15]=2[CH:16]=1)[C:13]1[CH:17]=[C:18]([O:23][CH3:24])[C:19]([O:21][CH3:22])=[CH:20][C:12]=1[CH2:11][CH2:10]3. The yield is 0.862. (4) The reactants are [CH3:1][O:2][C:3]1[CH:4]=[C:5]([CH:7]=[C:8]([O:11][CH3:12])[C:9]=1[CH3:10])[NH2:6].C(=O)([O-])[O-].[K+].[K+].[CH3:19][C:20]([O:23][C:24](O[C:24]([O:23][C:20]([CH3:22])([CH3:21])[CH3:19])=[O:25])=[O:25])([CH3:22])[CH3:21]. The catalyst is O1CCOCC1.O. The product is [C:20]([O:23][C:24](=[O:25])[NH:6][C:5]1[CH:7]=[C:8]([O:11][CH3:12])[C:9]([CH3:10])=[C:3]([O:2][CH3:1])[CH:4]=1)([CH3:22])([CH3:21])[CH3:19]. The yield is 0.810.